Dataset: Forward reaction prediction with 1.9M reactions from USPTO patents (1976-2016). Task: Predict the product of the given reaction. (1) Given the reactants [CH3:1][O:2][C:3](=[O:16])[CH2:4][C:5]1[C:13]2[C:8](=[CH:9][C:10]([OH:14])=[CH:11][CH:12]=2)[N:7]([CH3:15])[CH:6]=1.C(N(CC)CC)C.[F:24][C:25]([F:38])([F:37])[S:26](O[S:26]([C:25]([F:38])([F:37])[F:24])(=[O:28])=[O:27])(=[O:28])=[O:27], predict the reaction product. The product is: [CH3:1][O:2][C:3](=[O:16])[CH2:4][C:5]1[C:13]2[C:8](=[CH:9][C:10]([O:14][S:26]([C:25]([F:38])([F:37])[F:24])(=[O:28])=[O:27])=[CH:11][CH:12]=2)[N:7]([CH3:15])[CH:6]=1. (2) Given the reactants [Cl:1][C:2]1[CH:7]=[CH:6][CH:5]=[CH:4][C:3]=1[N:8]([CH3:29])[C:9]([C:11]1[S:28][C:14]2[C:15]3[CH:23]=[CH:22][C:21]([C:24](OC)=[O:25])=[CH:20][C:16]=3[O:17][CH2:18][CH2:19][C:13]=2[CH:12]=1)=[O:10].[CH2:30]([NH2:32])[CH3:31], predict the reaction product. The product is: [Cl:1][C:2]1[CH:7]=[CH:6][CH:5]=[CH:4][C:3]=1[N:8]([CH3:29])[C:9]([C:11]1[S:28][C:14]2[C:15]3[CH:23]=[CH:22][C:21]([C:24]([NH:32][CH2:30][CH3:31])=[O:25])=[CH:20][C:16]=3[O:17][CH2:18][CH2:19][C:13]=2[CH:12]=1)=[O:10]. (3) Given the reactants Br[C:2]1[CH:7]=[CH:6][CH:5]=[CH:4][C:3]=1[CH2:8][C:9]([OH:11])=[O:10].[Cl:12][C:13]1[C:19]([CH3:20])=[CH:18][CH:17]=[CH:16][C:14]=1[NH2:15], predict the reaction product. The product is: [Cl:12][C:13]1[C:19]([CH3:20])=[CH:18][CH:17]=[CH:16][C:14]=1[NH:15][C:2]1[CH:7]=[CH:6][CH:5]=[CH:4][C:3]=1[CH2:8][C:9]([OH:11])=[O:10]. (4) The product is: [C:99]1([P:126]([C:23]2[CH:24]=[CH:25][CH:26]=[CH:27][CH:28]=2)[C:67]2[CH:68]=[CH:69][CH:70]=[CH:71][CH:72]=2)[CH:98]=[CH:97][CH:96]=[CH:95][CH:94]=1. Given the reactants C(OC(=O)CC[C:23]1[CH:28]=[C:27](C(C)(C)C)[C:26](O)=[C:25](C(C)(C)C)[CH:24]=1)CCCCCCCCCCCCCCCCC.CC([C:67]1[CH:72]=[CH:71][C:70](OP(O[C:67]2[CH:72]=[CH:71][C:70](C(C)(C)C)=[CH:69][C:68]=2C(C)(C)C)O[C:67]2[CH:72]=[CH:71][C:70](C(C)(C)C)=[CH:69][C:68]=2C(C)(C)C)=[C:69](C(C)(C)C)[CH:68]=1)(C)C.S(C=C)C=C.C([C:94]1[CH:95]=[C:96](CCC([O-])=O)[CH:97]=[C:98](C(C)(C)C)[C:99]=1O)(C)(C)C.CC(C1C=CC(O[P:126]2OCC3(COP(OC4C=CC(C(C5C=CC=CC=5)(C)C)=CC=4C(C4C=CC=CC=4)(C)C)OC3)CO2)=C(C(C2C=CC=CC=2)(C)C)C=1)(C1C=CC=CC=1)C, predict the reaction product. (5) Given the reactants [C:1](=[O:3])=[O:2].[S:4]([O-:8])([O-:7])(=[O:6])=[O:5].[Ca+2:9].[NH3:10], predict the reaction product. The product is: [C:1](=[O:5])([O-:3])[O-:2].[Ca+2:9].[S:4]([O-:8])([O-:7])(=[O:6])=[O:5].[NH4+:10].[NH4+:10]. (6) The product is: [F:25][C:14]([F:13])([C:15](=[O:17])[CH:10]=[C:8]1[NH:7][C:6]2[CH:11]=[CH:12][C:3]([O:2][CH3:1])=[CH:4][C:5]=2[S:9]1)[C:20](=[O:22])[CH:10]=[C:8]1[NH:7][C:6]2[CH:11]=[CH:12][C:3]([O:2][CH3:1])=[CH:4][C:5]=2[S:9]1. Given the reactants [CH3:1][O:2][C:3]1[CH:12]=[CH:11][C:6]2[N:7]=[C:8]([CH3:10])[S:9][C:5]=2[CH:4]=1.[F:13][C:14]([F:25])([C:20]([O:22]CC)=O)[C:15]([O:17]CC)=O, predict the reaction product.